This data is from Reaction yield outcomes from USPTO patents with 853,638 reactions. The task is: Predict the reaction yield, written as a fraction of the theoretical maximum amount of product (1.0 means a 100% yield; for example, 0.34 means a 34% yield). (1) The reactants are B(Br)(Br)Br.[C:5]1([C:31]2[CH:36]=[CH:35][CH:34]=[CH:33][CH:32]=2)[CH:10]=[CH:9][C:8]([CH2:11][N:12]2[C:21]3[C:16](=[C:17]([O:28]C)[CH:18]=[CH:19][C:20]=3[C:22]3[CH:27]=[CH:26][CH:25]=[CH:24][CH:23]=3)[CH2:15][CH2:14][C:13]2=[O:30])=[CH:7][CH:6]=1. The catalyst is ClCCl. The product is [C:5]1([C:31]2[CH:36]=[CH:35][CH:34]=[CH:33][CH:32]=2)[CH:6]=[CH:7][C:8]([CH2:11][N:12]2[C:21]3[C:16](=[C:17]([OH:28])[CH:18]=[CH:19][C:20]=3[C:22]3[CH:27]=[CH:26][CH:25]=[CH:24][CH:23]=3)[CH2:15][CH2:14][C:13]2=[O:30])=[CH:9][CH:10]=1. The yield is 1.00. (2) The reactants are [CH2:1]([Mg]Cl)[CH3:2].[N+:5]([C:8]1[CH:16]=[CH:15][C:11]([C:12](Cl)=[O:13])=[CH:10][CH:9]=1)([O-:7])=[O:6]. The catalyst is C1COCC1.O.[Cl-].[Cl-].[Zn+2].C1C=CC([P]([Pd]([P](C2C=CC=CC=2)(C2C=CC=CC=2)C2C=CC=CC=2)([P](C2C=CC=CC=2)(C2C=CC=CC=2)C2C=CC=CC=2)[P](C2C=CC=CC=2)(C2C=CC=CC=2)C2C=CC=CC=2)(C2C=CC=CC=2)C2C=CC=CC=2)=CC=1. The product is [N+:5]([C:8]1[CH:9]=[CH:10][C:11]([C:12](=[O:13])[CH2:1][CH3:2])=[CH:15][CH:16]=1)([O-:7])=[O:6]. The yield is 0.400. (3) The reactants are [CH3:1][S:2]([NH:5][CH2:6][CH2:7][C:8]1([C:28]2[CH:33]=[CH:32][CH:31]=[CH:30][CH:29]=2)[S:12][C:11]([NH:13]C(=O)C(C2C=CC=CC=2)C)=[N:10][N:9]1[C:24](=[O:27])[CH2:25][CH3:26])(=[O:4])=[O:3].O.O.O.O.O.O.O.[Cl-].[Ce+3].[Cl-].[Cl-].[BH4-].[Na+]. No catalyst specified. The product is [NH2:13][C:11]1[S:12][C:8]([CH2:7][CH2:6][NH:5][S:2]([CH3:1])(=[O:3])=[O:4])([C:28]2[CH:29]=[CH:30][CH:31]=[CH:32][CH:33]=2)[N:9]([C:24](=[O:27])[CH2:25][CH3:26])[N:10]=1. The yield is 0.670. (4) The reactants are [N:1]([CH2:4][CH2:5][NH:6]C(=O)CCCCCCCCCCCCC)=[N+:2]=[N-:3].[S:22]1[CH:26]=[CH:25][CH:24]=[C:23]1[S:27](Cl)(=[O:29])=[O:28].N(CCN)=[N+]=[N-].C(N(CC)CC)C. The catalyst is ClCCl. The product is [N:1]([CH2:4][CH2:5][NH:6][S:27]([C:23]1[S:22][CH:26]=[CH:25][CH:24]=1)(=[O:29])=[O:28])=[N+:2]=[N-:3]. The yield is 0.800.